Dataset: NCI-60 drug combinations with 297,098 pairs across 59 cell lines. Task: Regression. Given two drug SMILES strings and cell line genomic features, predict the synergy score measuring deviation from expected non-interaction effect. (1) Drug 1: CC1=C(C=C(C=C1)NC2=NC=CC(=N2)N(C)C3=CC4=NN(C(=C4C=C3)C)C)S(=O)(=O)N.Cl. Drug 2: CCC1=C2CN3C(=CC4=C(C3=O)COC(=O)C4(CC)O)C2=NC5=C1C=C(C=C5)O. Cell line: SF-268. Synergy scores: CSS=39.6, Synergy_ZIP=2.88, Synergy_Bliss=1.80, Synergy_Loewe=-32.1, Synergy_HSA=-0.687. (2) Cell line: MCF7. Drug 1: CCC1(CC2CC(C3=C(CCN(C2)C1)C4=CC=CC=C4N3)(C5=C(C=C6C(=C5)C78CCN9C7C(C=CC9)(C(C(C8N6C)(C(=O)OC)O)OC(=O)C)CC)OC)C(=O)OC)O.OS(=O)(=O)O. Synergy scores: CSS=1.20, Synergy_ZIP=0.458, Synergy_Bliss=0.188, Synergy_Loewe=-1.46, Synergy_HSA=-1.81. Drug 2: CC1CCC2CC(C(=CC=CC=CC(CC(C(=O)C(C(C(=CC(C(=O)CC(OC(=O)C3CCCCN3C(=O)C(=O)C1(O2)O)C(C)CC4CCC(C(C4)OC)O)C)C)O)OC)C)C)C)OC. (3) Drug 1: CCC1(C2=C(COC1=O)C(=O)N3CC4=CC5=C(C=CC(=C5CN(C)C)O)N=C4C3=C2)O.Cl. Drug 2: C(CCl)NC(=O)N(CCCl)N=O. Cell line: KM12. Synergy scores: CSS=33.5, Synergy_ZIP=-7.37, Synergy_Bliss=-3.64, Synergy_Loewe=-2.35, Synergy_HSA=-0.211. (4) Drug 1: CN(C)N=NC1=C(NC=N1)C(=O)N. Drug 2: CC1=CC=C(C=C1)C2=CC(=NN2C3=CC=C(C=C3)S(=O)(=O)N)C(F)(F)F. Cell line: M14. Synergy scores: CSS=-5.77, Synergy_ZIP=2.60, Synergy_Bliss=-3.95, Synergy_Loewe=-7.22, Synergy_HSA=-8.13.